From a dataset of Full USPTO retrosynthesis dataset with 1.9M reactions from patents (1976-2016). Predict the reactants needed to synthesize the given product. (1) Given the product [F:1][C:2]1[CH:11]=[C:10]([NH:12][C:13]([C:15]2[O:16][C:17]([CH:23]([CH3:25])[CH3:24])=[C:18]([CH:20]([CH3:21])[CH3:22])[CH:19]=2)=[O:14])[CH:9]=[CH:8][C:3]=1[C:4]([OH:6])=[O:5], predict the reactants needed to synthesize it. The reactants are: [F:1][C:2]1[CH:11]=[C:10]([NH:12][C:13]([C:15]2[O:16][C:17]([CH:23]([CH3:25])[CH3:24])=[C:18]([CH:20]([CH3:22])[CH3:21])[CH:19]=2)=[O:14])[CH:9]=[CH:8][C:3]=1[C:4]([O:6]C)=[O:5].[OH-].[Na+]. (2) Given the product [Cl:19][C:15]1[N:14]=[CH:13][N:12]=[C:11]2[N:7]([C:2]3[CH:3]=[CH:4][CH:5]=[CH:6][N:1]=3)[N:8]=[CH:9][C:10]=12, predict the reactants needed to synthesize it. The reactants are: [N:1]1[CH:6]=[CH:5][CH:4]=[CH:3][C:2]=1[N:7]1[C:11]2=[N:12][CH:13]=[N:14][C:15](O)=[C:10]2[CH:9]=[N:8]1.P(Cl)(Cl)([Cl:19])=O. (3) Given the product [CH2:18]([N:25]1[CH2:26][CH2:27][CH:28]([O:31][CH2:32][CH2:33][CH2:34][NH:35][C:9](=[O:11])[CH:8]=[CH:7][C:3]2[CH:2]=[N:1][CH:6]=[CH:5][CH:4]=2)[CH2:29][CH2:30]1)[C:19]1[CH:20]=[CH:21][CH:22]=[CH:23][CH:24]=1, predict the reactants needed to synthesize it. The reactants are: [N:1]1[CH:6]=[CH:5][CH:4]=[C:3]([CH:7]=[CH:8][C:9]([OH:11])=O)[CH:2]=1.C(OC(Cl)=O)C.[CH2:18]([N:25]1[CH2:30][CH2:29][CH:28]([O:31][CH2:32][CH2:33][CH2:34][NH2:35])[CH2:27][CH2:26]1)[C:19]1[CH:24]=[CH:23][CH:22]=[CH:21][CH:20]=1. (4) Given the product [C:1]([O:4][CH:5]1[CH2:10][CH:9]([C:11]2[CH:16]=[CH:15][N:14]=[CH:13][C:12]=2[NH2:17])[O:8][CH:7]([CH3:20])[CH:6]1[O:21][Si:22]([C:25]([CH3:26])([CH3:28])[CH3:27])([CH3:23])[CH3:24])(=[O:3])[CH3:2], predict the reactants needed to synthesize it. The reactants are: [C:1]([O:4][CH:5]1[CH2:10][CH:9]([C:11]2[CH:16]=[CH:15][N:14]=[CH:13][C:12]=2[N+:17]([O-])=O)[O:8][CH:7]([CH3:20])[CH:6]1[O:21][Si:22]([C:25]([CH3:28])([CH3:27])[CH3:26])([CH3:24])[CH3:23])(=[O:3])[CH3:2]. (5) Given the product [CH2:18]([N:8]1[CH2:9][CH:10]([C:11]2[CH:12]=[CH:13][C:14]([F:17])=[CH:15][CH:16]=2)[CH:6]([CH2:4][OH:3])[CH2:7]1)[C:19]1[CH:20]=[CH:21][CH:22]=[CH:23][CH:24]=1, predict the reactants needed to synthesize it. The reactants are: C([O:3][C:4]([CH:6]1[CH:10]([C:11]2[CH:16]=[CH:15][C:14]([F:17])=[CH:13][CH:12]=2)[CH2:9][N:8]([CH2:18][C:19]2[CH:24]=[CH:23][CH:22]=[CH:21][CH:20]=2)[CH2:7]1)=O)C.[H-].[H-].[H-].[H-].[Li+].[Al+3].O.[OH-].[Na+]. (6) The reactants are: C(N(CC)CC)C.[NH2:8][C:9]1[C:14]([CH:15]=[O:16])=[CH:13][N:12]=[C:11]([NH:17][C:18](=[O:23])[C:19]([CH3:22])([CH3:21])[CH3:20])[CH:10]=1.C(Cl)(=O)C(C)(C)C.C(N(CC)CC)C. Given the product [NH2:8][C:9]1[C:14]([CH:15]=[O:16])=[CH:13][N:12]=[C:11]([NH:17][C:18](=[O:23])[C:19]([CH3:21])([CH3:20])[CH3:22])[CH:10]=1, predict the reactants needed to synthesize it. (7) Given the product [F:1][C:2]1[CH:7]=[CH:6][C:5]([C@H:8]([C:10]2[N:19]=[C:18]([NH:20][C:21]3[CH:25]=[C:24]([CH3:26])[NH:23][N:22]=3)[C:17]3[C:12](=[CH:13][CH:14]=[CH:15][CH:16]=3)[N:11]=2)[OH:9])=[CH:4][CH:3]=1, predict the reactants needed to synthesize it. The reactants are: [F:1][C:2]1[CH:7]=[CH:6][C:5]([CH:8]([C:10]2[N:19]=[C:18]([NH:20][C:21]3[CH:25]=[C:24]([CH3:26])[NH:23][N:22]=3)[C:17]3[C:12](=[CH:13][CH:14]=[CH:15][CH:16]=3)[N:11]=2)[OH:9])=[CH:4][CH:3]=1.C(S(O)(=O)=O)C. (8) The reactants are: [N+:1]([C:4]1[CH:5]=[N:6][NH:7][CH:8]=1)([O-:3])=[O:2].[H-].[Na+].I[CH3:12]. Given the product [CH3:12][N:6]1[CH:5]=[C:4]([N+:1]([O-:3])=[O:2])[CH:8]=[N:7]1, predict the reactants needed to synthesize it. (9) Given the product [CH3:20][O:21][C:22]1[CH:23]=[CH:24][C:25]([C:28]2[O:32][CH:31]=[N:30][C:29]=2[C:33]([N:3]2[CH2:4][C@@H:5]3[C@@H:1]([CH2:6]3)[C@H:2]2[CH2:7][NH:8][C:9]([C:11]2[CH:12]=[CH:13][CH:14]=[C:15]3[O:19][CH:18]=[CH:17][C:16]=23)=[O:10])=[O:34])=[CH:26][CH:27]=1, predict the reactants needed to synthesize it. The reactants are: [C@@H:1]12[CH2:6][C@@H:5]1[CH2:4][NH:3][C@@H:2]2[CH2:7][NH:8][C:9]([C:11]1[CH:12]=[CH:13][CH:14]=[C:15]2[O:19][CH:18]=[CH:17][C:16]=12)=[O:10].[CH3:20][O:21][C:22]1[CH:27]=[CH:26][C:25]([C:28]2[O:32][CH:31]=[N:30][C:29]=2[C:33](O)=[O:34])=[CH:24][CH:23]=1. (10) Given the product [CH2:1]([O:8][C:9]1[CH:18]=[CH:17][CH:16]=[C:15]2[C:10]=1[CH2:11][CH2:12][CH2:13][CH:14]2[C:19]([N:37]([CH2:36][C:33]1[CH:34]=[CH:35][C:30]([O:29][CH2:22][C:23]2[CH:24]=[CH:25][CH:26]=[CH:27][CH:28]=2)=[CH:31][CH:32]=1)[C:38]1[CH:43]=[CH:42][C:41]([CH:44]([CH3:46])[CH3:45])=[CH:40][CH:39]=1)=[O:20])[C:2]1[CH:3]=[CH:4][CH:5]=[CH:6][CH:7]=1, predict the reactants needed to synthesize it. The reactants are: [CH2:1]([O:8][C:9]1[CH:18]=[CH:17][CH:16]=[C:15]2[C:10]=1[CH2:11][CH2:12][CH2:13][CH:14]2[C:19](O)=[O:20])[C:2]1[CH:7]=[CH:6][CH:5]=[CH:4][CH:3]=1.[CH2:22]([O:29][C:30]1[CH:35]=[CH:34][C:33]([CH2:36][NH:37][C:38]2[CH:43]=[CH:42][C:41]([CH:44]([CH3:46])[CH3:45])=[CH:40][CH:39]=2)=[CH:32][CH:31]=1)[C:23]1[CH:28]=[CH:27][CH:26]=[CH:25][CH:24]=1.